This data is from Forward reaction prediction with 1.9M reactions from USPTO patents (1976-2016). The task is: Predict the product of the given reaction. (1) Given the reactants [NH2:1][C:2]1[CH:3]=[C:4]([CH:15]=[CH:16][C:17]=1[O:18][CH3:19])[C:5]([NH:7][C:8]1[CH:13]=[CH:12][C:11]([F:14])=[CH:10][CH:9]=1)=[O:6].[CH3:20][C:21]1[CH:22]=[C:23]([Bi]([C:23]2[CH:24]=[C:25]([CH3:27])[CH:26]=[C:21]([CH3:20])[CH:22]=2)[C:23]2[CH:24]=[C:25]([CH3:27])[CH:26]=[C:21]([CH3:20])[CH:22]=2)[CH:24]=[C:25]([CH3:27])[CH:26]=1.C([O-])(=O)C.C(N(CC)CC)C, predict the reaction product. The product is: [CH3:19][O:18][C:17]1[CH:16]=[CH:15][C:4]([C:5]([NH:7][C:8]2[CH:9]=[CH:10][C:11]([F:14])=[CH:12][CH:13]=2)=[O:6])=[CH:3][C:2]=1[NH:1][C:23]1[CH:24]=[C:25]([CH3:27])[CH:26]=[C:21]([CH3:20])[CH:22]=1. (2) Given the reactants [Br:1][C:2]1[CH:7]=[CH:6][C:5]([CH:8]2[CH2:14][CH2:13][C:12](=O)[NH:11][C:10]3[N:16]([CH2:25][CH3:26])[N:17]=[C:18]([C:19]4[CH:24]=[CH:23][CH:22]=[CH:21][N:20]=4)[C:9]2=3)=[C:4]([CH3:27])[CH:3]=1.O1CCCC1.B, predict the reaction product. The product is: [Br:1][C:2]1[CH:7]=[CH:6][C:5]([CH:8]2[CH2:14][CH2:13][CH2:12][NH:11][C:10]3[N:16]([CH2:25][CH3:26])[N:17]=[C:18]([C:19]4[CH:24]=[CH:23][CH:22]=[CH:21][N:20]=4)[C:9]2=3)=[C:4]([CH3:27])[CH:3]=1. (3) Given the reactants Br[C:2]1[CH:7]=[CH:6][C:5]([C:8]2[O:23][C:11]3[N:12]=[CH:13][N:14]=[C:15]([N:16]4[CH2:21][CH2:20][N:19]([CH3:22])[CH2:18][CH2:17]4)[C:10]=3[C:9]=2[C:24]2[CH:29]=[CH:28][C:27]([F:30])=[CH:26][CH:25]=2)=[CH:4][CH:3]=1.[CH3:31][NH:32]C=O, predict the reaction product. The product is: [F:30][C:27]1[CH:28]=[CH:29][C:24]([C:9]2[C:10]3[C:15]([N:16]4[CH2:17][CH2:18][N:19]([CH3:22])[CH2:20][CH2:21]4)=[N:14][CH:13]=[N:12][C:11]=3[O:23][C:8]=2[C:5]2[CH:4]=[CH:3][C:2]([NH:32][CH3:31])=[CH:7][CH:6]=2)=[CH:25][CH:26]=1. (4) Given the reactants [C:1](N1C=CN=C1)(N1C=CN=C1)=[S:2].[CH3:13][N:14]1[CH2:19][CH2:18][N:17]([C:20]2[CH:25]=[CH:24][C:23]([NH2:26])=[CH:22][CH:21]=2)[CH2:16][CH2:15]1, predict the reaction product. The product is: [N:26]([C:23]1[CH:24]=[CH:25][C:20]([N:17]2[CH2:16][CH2:15][N:14]([CH3:13])[CH2:19][CH2:18]2)=[CH:21][CH:22]=1)=[C:1]=[S:2]. (5) Given the reactants [Br:1][C:2]1[CH:3]=[C:4]([S:10](Cl)(=[O:12])=[O:11])[CH:5]=[CH:6][C:7]=1[O:8][CH3:9].[CH3:14][NH2:15], predict the reaction product. The product is: [Br:1][C:2]1[CH:3]=[C:4]([S:10]([NH:15][CH3:14])(=[O:12])=[O:11])[CH:5]=[CH:6][C:7]=1[O:8][CH3:9]. (6) Given the reactants [Cr](O[Cr]([O-])(=O)=O)([O-])(=O)=O.[NH+]1C=CC=C[CH:11]=1.[NH+]1C=CC=CC=1.[CH3:22][C:23]([C:26]1[CH:27]=[C:28]([S:32]([N:35]2[C:43]3[C:38](=[CH:39][C:40]([C:44]([F:47])([F:46])[F:45])=[CH:41][CH:42]=3)[CH:37]=[C:36]2[CH:48]([OH:57])[C:49]2[S:53][C:52]([C:54]([OH:56])=[O:55])=[CH:51][CH:50]=2)(=[O:34])=[O:33])[CH:29]=[CH:30][CH:31]=1)([CH3:25])[CH3:24], predict the reaction product. The product is: [CH3:11][O:55][C:54]([C:52]1[S:53][C:49]([C:48]([C:36]2[N:35]([S:32]([C:28]3[CH:29]=[CH:30][CH:31]=[C:26]([C:23]([CH3:22])([CH3:24])[CH3:25])[CH:27]=3)(=[O:34])=[O:33])[C:43]3[C:38]([CH:37]=2)=[CH:39][C:40]([C:44]([F:45])([F:46])[F:47])=[CH:41][CH:42]=3)=[O:57])=[CH:50][CH:51]=1)=[O:56].